Dataset: Catalyst prediction with 721,799 reactions and 888 catalyst types from USPTO. Task: Predict which catalyst facilitates the given reaction. (1) Reactant: [CH2:1]([OH:6])[C:2]#[C:3][CH2:4][OH:5].[CH3:7][S:8](Cl)(=[O:10])=[O:9].C(N(CC)CC)C. Product: [CH3:7][S:8]([O:5][CH2:4][C:3]#[C:2][CH2:1][OH:6])(=[O:10])=[O:9]. The catalyst class is: 1. (2) The catalyst class is: 7. Product: [Cl:1][C:2]1[CH:3]=[CH:4][C:5]([C:8]2[N:9]=[C:10]([N:21]3[CH:25]=[CH:24][N:23]=[C:22]3[CH3:26])[S:11][C:12]=2[CH2:13][CH2:14][CH2:15][CH2:16][OH:17])=[CH:6][CH:7]=1. Reactant: [Cl:1][C:2]1[CH:7]=[CH:6][C:5]([C:8]2[N:9]=[C:10]([N:21]3[CH:25]=[CH:24][N:23]=[C:22]3[CH3:26])[S:11][C:12]=2[CH2:13][CH2:14][CH2:15][C:16](OCC)=[O:17])=[CH:4][CH:3]=1.[H-].[Al+3].[Li+].[H-].[H-].[H-].O. (3) Reactant: C(=O)([O-])[O-].[K+].[K+].[N:7]1[CH:12]=[CH:11][CH:10]=[C:9](B(O)O)[CH:8]=1.Br[C:17]1[CH:22]=[CH:21][N:20]2[CH:23]=[CH:24][N:25]=[C:19]2[CH:18]=1. Product: [N:7]1[CH:12]=[CH:11][CH:10]=[C:9]([C:17]2[CH:22]=[CH:21][N:20]3[CH:23]=[CH:24][N:25]=[C:19]3[CH:18]=2)[CH:8]=1. The catalyst class is: 690. (4) Reactant: Br[C:2]1[C:11]2[C:6](=[CH:7][CH:8]=[CH:9][CH:10]=2)[CH:5]=[N:4][CH:3]=1.[CH3:12][O:13][C:14]1[CH:19]=[CH:18][CH:17]=[CH:16][C:15]=1B(O)O.C([O-])([O-])=O.[K+].[K+]. Product: [CH3:12][O:13][C:14]1[CH:19]=[CH:18][CH:17]=[CH:16][C:15]=1[C:2]1[C:11]2[C:6](=[CH:7][CH:8]=[CH:9][CH:10]=2)[CH:5]=[N:4][CH:3]=1. The catalyst class is: 339. (5) Reactant: CCCC[N+](CCCC)(CCCC)CCCC.O.O.O.[F-].[Si]([O:29][CH:30]([CH2:41][CH2:42][S:43]([CH3:46])(=[O:45])=[O:44])[C:31]([NH:33][C:34]1[CH:39]=[CH:38][C:37]([CH3:40])=[CH:36][N:35]=1)=[O:32])(C(C)(C)C)(C)C.O.CCOC(C)=O. Product: [OH:29][CH:30]([CH2:41][CH2:42][S:43]([CH3:46])(=[O:45])=[O:44])[C:31]([NH:33][C:34]1[CH:39]=[CH:38][C:37]([CH3:40])=[CH:36][N:35]=1)=[O:32]. The catalyst class is: 1.